From a dataset of Catalyst prediction with 721,799 reactions and 888 catalyst types from USPTO. Predict which catalyst facilitates the given reaction. (1) Reactant: [CH3:1][C:2]#[N:3].[Li+].C[Si]([N-][Si](C)(C)C)(C)C.CON(C)[C:17]([C@@H:19]1[CH2:21][C@H:20]1[C:22]1[CH:27]=[CH:26][CH:25]=[CH:24][CH:23]=1)=[O:18]. Product: [O:18]=[C:17]([C@@H:19]1[CH2:21][C@H:20]1[C:22]1[CH:27]=[CH:26][CH:25]=[CH:24][CH:23]=1)[CH2:1][C:2]#[N:3]. The catalyst class is: 1. (2) Reactant: [CH3:1][N:2]1[C:7](=[O:8])[C:6]2[C:9]([C:30]3[CH:35]=[CH:34][CH:33]=[CH:32][CH:31]=3)=[C:10]([C:12]3[CH:17]=[CH:16][C:15]([C:18]4([NH:22][C:23](=[O:29])[O:24][C:25]([CH3:28])([CH3:27])[CH3:26])[CH2:21][CH2:20][CH2:19]4)=[CH:14][CH:13]=3)[O:11][C:5]=2[NH:4][C:3]1=[O:36].IC.[C:39](=O)([O-])[O-].[K+].[K+]. Product: [CH3:39][N:4]1[C:5]2[O:11][C:10]([C:12]3[CH:17]=[CH:16][C:15]([C:18]4([NH:22][C:23](=[O:29])[O:24][C:25]([CH3:28])([CH3:26])[CH3:27])[CH2:21][CH2:20][CH2:19]4)=[CH:14][CH:13]=3)=[C:9]([C:30]3[CH:31]=[CH:32][CH:33]=[CH:34][CH:35]=3)[C:6]=2[C:7](=[O:8])[N:2]([CH3:1])[C:3]1=[O:36]. The catalyst class is: 18. (3) Reactant: [F:1][C:2]1[CH:3]=[C:4]([CH2:8][CH2:9][C:10]2[O:14][C:13]([C:15]3[CH:16]=[C:17]([NH:22][C:23]4[CH:28]=[CH:27][C:26]([O:29][CH3:30])=[CH:25][CH:24]=4)[C:18]([NH2:21])=[CH:19][CH:20]=3)=[N:12][N:11]=2)[CH:5]=[CH:6][CH:7]=1.[C:31](=O)([O-])O.[Na+]. Product: [F:1][C:2]1[CH:3]=[C:4]([CH2:8][CH2:9][C:10]2[O:14][C:13]([C:15]3[CH:20]=[CH:19][C:18]4[N:21]=[CH:31][N:22]([C:23]5[CH:24]=[CH:25][C:26]([O:29][CH3:30])=[CH:27][CH:28]=5)[C:17]=4[CH:16]=3)=[N:12][N:11]=2)[CH:5]=[CH:6][CH:7]=1. The catalyst class is: 106. (4) Reactant: [O:1]1[CH:5]=[CH:4][C:3]([C:6]2[CH:7]=[C:8]([C:12]([NH:14][C:15]3[S:16][C:17]([CH3:33])=[C:18]([C:27]4[CH:32]=[CH:31][CH:30]=[CH:29][CH:28]=4)[C:19]=3[C:20]([O:22]C(C)(C)C)=[O:21])=[O:13])[CH:9]=[CH:10][CH:11]=2)=[CH:2]1.FC(F)(F)C(O)=O.CCCCCC. Product: [O:1]1[CH:5]=[CH:4][C:3]([C:6]2[CH:7]=[C:8]([C:12]([NH:14][C:15]3[S:16][C:17]([CH3:33])=[C:18]([C:27]4[CH:28]=[CH:29][CH:30]=[CH:31][CH:32]=4)[C:19]=3[C:20]([OH:22])=[O:21])=[O:13])[CH:9]=[CH:10][CH:11]=2)=[CH:2]1. The catalyst class is: 22. (5) Reactant: [Cl:1][C:2]1[C:14]2[C:13]3[C:8](=[CH:9][CH:10]=[CH:11][CH:12]=3)[C@:7]([OH:19])([C:15]([F:18])([F:17])[F:16])[C:6]=2[CH:5]=[C:4]([O:20][CH2:21][CH2:22][CH2:23][C:24]([O:26]CC)=[O:25])[CH:3]=1.[OH-].[Na+].O. Product: [Cl:1][C:2]1[C:14]2[C:13]3[C:8](=[CH:9][CH:10]=[CH:11][CH:12]=3)[C@:7]([OH:19])([C:15]([F:17])([F:18])[F:16])[C:6]=2[CH:5]=[C:4]([O:20][CH2:21][CH2:22][CH2:23][C:24]([OH:26])=[O:25])[CH:3]=1. The catalyst class is: 8. (6) Reactant: [CH3:1][O:2][CH2:3][CH2:4][CH2:5]Br.[Mg].[Br:8][C:9]1[CH:14]=[CH:13][N:12]=[C:11]([C:15]#N)[CH:10]=1.Cl.[OH-:18].[NH4+]. The catalyst class is: 28. Product: [Br:8][C:9]1[CH:14]=[CH:13][N:12]=[C:11]([C:15](=[O:18])[CH2:5][CH2:4][CH2:3][O:2][CH3:1])[CH:10]=1.